Dataset: Catalyst prediction with 721,799 reactions and 888 catalyst types from USPTO. Task: Predict which catalyst facilitates the given reaction. Reactant: [N+:1]([C:4]1[CH:12]=[C:11]2[C:7]([CH2:8][CH2:9][C:10]2=[O:13])=[CH:6][CH:5]=1)([O-])=O. Product: [NH2:1][C:4]1[CH:12]=[C:11]2[C:7]([CH2:8][CH2:9][C:10]2=[O:13])=[CH:6][CH:5]=1. The catalyst class is: 19.